This data is from Full USPTO retrosynthesis dataset with 1.9M reactions from patents (1976-2016). The task is: Predict the reactants needed to synthesize the given product. (1) Given the product [ClH:18].[CH:19]1([C:13]2[CH:12]=[CH:11][C:10]3[CH2:9][NH:8][CH2:17][CH2:16][C:15]=3[N:14]=2)[CH2:22][CH2:21][CH2:20]1, predict the reactants needed to synthesize it. The reactants are: C([N:8]1[CH2:17][CH2:16][C:15]2[N:14]=[C:13]([Cl:18])[CH:12]=[CH:11][C:10]=2[CH2:9]1)C1C=CC=CC=1.[CH:19]1([Mg]Br)[CH2:22][CH2:21][CH2:20]1. (2) The reactants are: [Cl:1][C:2]1[CH:9]=[CH:8][CH:7]=[C:6]([F:10])[C:3]=1[CH2:4][OH:5].Cl[C:12]([N:14]1[C@H:19]([CH3:20])[CH2:18][N:17](C(OC(C)(C)C)=O)[CH2:16][C@@H:15]1[CH3:28])=[O:13]. Given the product [ClH:1].[CH3:28][C@H:15]1[CH2:16][NH:17][CH2:18][C@@H:19]([CH3:20])[N:14]1[C:12]([O:5][CH2:4][C:3]1[C:6]([F:10])=[CH:7][CH:8]=[CH:9][C:2]=1[Cl:1])=[O:13], predict the reactants needed to synthesize it. (3) Given the product [C:51]([O:21][C:20](=[O:22])[C@@H:19]([NH:18][C:16]([O:15][CH2:14][CH:12]1[C:13]2[CH:1]=[CH:2][CH:3]=[CH:4][C:5]=2[C:6]2[C:11]1=[CH:10][CH:9]=[CH:8][CH:7]=2)=[O:17])[CH2:23][S:24][C:25]([C:38]1[CH:39]=[CH:40][CH:41]=[CH:42][CH:43]=1)([C:32]1[CH:33]=[CH:34][CH:35]=[CH:36][CH:37]=1)[C:26]1[CH:27]=[CH:28][CH:29]=[CH:30][CH:31]=1)([CH3:54])([CH3:53])[CH3:52], predict the reactants needed to synthesize it. The reactants are: [CH:1]1[C:13]2[CH:12]([CH2:14][O:15][C:16]([NH:18][C@@H:19]([CH2:23][S:24][C:25]([C:38]3[CH:43]=[CH:42][CH:41]=[CH:40][CH:39]=3)([C:32]3[CH:37]=[CH:36][CH:35]=[CH:34][CH:33]=3)[C:26]3[CH:31]=[CH:30][CH:29]=[CH:28][CH:27]=3)[C:20]([OH:22])=[O:21])=[O:17])[C:11]3[C:6](=[CH:7][CH:8]=[CH:9][CH:10]=3)[C:5]=2[CH:4]=[CH:3][CH:2]=1.N[C@H](C(O)=O)CS.[C:51](O)([CH3:54])([CH3:53])[CH3:52].C1(N=C=NC2CCCCC2)CCCCC1. (4) Given the product [CH3:17][C:16]1[C:11]([C:8]2[CH:7]=[CH:6][C:5]([C:3]([OH:4])=[O:2])=[CH:10][CH:9]=2)=[CH:12][C:13]([C:18]([NH:20][CH2:21][CH2:22][CH3:23])=[O:19])=[CH:14][CH:15]=1, predict the reactants needed to synthesize it. The reactants are: C[O:2][C:3]([C:5]1[CH:10]=[CH:9][C:8]([C:11]2[C:16]([CH3:17])=[CH:15][CH:14]=[C:13]([C:18]([NH:20][CH2:21][CH2:22][CH3:23])=[O:19])[CH:12]=2)=[CH:7][CH:6]=1)=[O:4].[CH3:17][C:16]1[C:11]([C:8]2[CH:7]=[CH:6][C:5]([C:3]([OH:2])=[O:4])=[CH:10][CH:9]=2)=[CH:12][C:13]([C:18]([NH:20][CH2:21][CH2:22][CH3:23])=[O:19])=[CH:14][CH:15]=1.[OH-].[Na+]. (5) Given the product [CH3:1][C:2]1[CH:29]=[CH:28][CH:27]=[CH:26][C:3]=1[CH2:4][N:5]([CH2:18][C:19]1[CH:24]=[CH:23][CH:22]=[CH:21][C:20]=1[CH3:25])[C@@H:6]([CH2:9][C:10]1[CH:11]=[C:12]([F:17])[CH:13]=[C:14]([F:16])[CH:15]=1)[CH:7]=[O:8], predict the reactants needed to synthesize it. The reactants are: [CH3:1][C:2]1[CH:29]=[CH:28][CH:27]=[CH:26][C:3]=1[CH2:4][N:5]([CH2:18][C:19]1[CH:24]=[CH:23][CH:22]=[CH:21][C:20]=1[CH3:25])[C@@H:6]([CH2:9][C:10]1[CH:15]=[C:14]([F:16])[CH:13]=[C:12]([F:17])[CH:11]=1)[CH2:7][OH:8].C(N(CC)CC)C.O. (6) Given the product [Cl:12][C:3]1[C:4]([C:8]([F:11])([F:10])[F:9])=[CH:5][CH:6]=[CH:7][C:2]=1[N:13]1[CH2:17][CH2:16][CH:15]([CH2:18][CH2:19][C:20]([O:22][CH2:23][CH3:24])=[O:21])[CH2:14]1, predict the reactants needed to synthesize it. The reactants are: Br[C:2]1[CH:7]=[CH:6][CH:5]=[C:4]([C:8]([F:11])([F:10])[F:9])[C:3]=1[Cl:12].[NH:13]1[CH2:17][CH2:16][CH:15]([CH2:18][CH2:19][C:20]([O:22][CH2:23][CH3:24])=[O:21])[CH2:14]1. (7) Given the product [CH2:1]([N:3]([CH2:11][C:12]1[CH:13]=[N:14][CH:15]=[C:16]([C:19]2[CH:20]=[C:21]3[C:25](=[CH:26][CH:27]=2)[N:24]([CH:28]2[CH2:33][CH2:32][CH2:31][CH2:30][O:29]2)[N:23]=[C:22]3[C:34]2[NH:35][C:36]([C:39]([N:41]3[CH2:105][CH2:104][N:103]([CH2:102][CH2:101][O:100][CH3:99])[CH2:108][CH2:42]3)=[O:40])=[CH:37][N:38]=2)[C:17]=1[CH3:18])[C:4](=[O:10])[O:5][C:6]([CH3:7])([CH3:9])[CH3:8])[CH3:2], predict the reactants needed to synthesize it. The reactants are: [CH2:1]([N:3]([CH2:11][C:12]1[CH:13]=[N:14][CH:15]=[C:16]([C:19]2[CH:20]=[C:21]3[C:25](=[CH:26][CH:27]=2)[N:24]([CH:28]2[CH2:33][CH2:32][CH2:31][CH2:30][O:29]2)[N:23]=[C:22]3[C:34]2[NH:35][C:36]([C:39]([NH:41][CH2:42]C3C=NC=CC=3)=[O:40])=[CH:37][N:38]=2)[C:17]=1[CH3:18])[C:4](=[O:10])[O:5][C:6]([CH3:9])([CH3:8])[CH3:7])[CH3:2].C(OC(N(CC1C(C)=C(C2C=C3C(=CC=2)N(C2CCCCO2)N=C3C2NC(C(O)=O)=CN=2)C=NC=1)CC)=O)(C)(C)C.C(N(C(C)C)CC)(C)C.[CH3:99][O:100][CH2:101][CH2:102][N:103]1[CH2:108]CN[CH2:105][CH2:104]1.CN(C(ON1N=NC2C=CC=NC1=2)=[N+](C)C)C.F[P-](F)(F)(F)(F)F. (8) Given the product [CH:1]1([C:4]([N:6]2[CH2:10][CH2:9][C@@H:8]([CH2:11][N:12]3[C:16]4[CH:17]=[C:18]([C:21]([OH:23])=[O:22])[CH:19]=[CH:20][C:15]=4[N:14]=[C:13]3[C:25]3[CH:26]=[CH:27][C:28]([C:31]4[CH:32]=[CH:33][C:34]([F:37])=[CH:35][CH:36]=4)=[CH:29][CH:30]=3)[CH2:7]2)=[O:5])[CH2:3][CH2:2]1, predict the reactants needed to synthesize it. The reactants are: [CH:1]1([C:4]([N:6]2[CH2:10][CH2:9][C@@H:8]([CH2:11][N:12]3[C:16]4[CH:17]=[C:18]([C:21]([O:23]C)=[O:22])[CH:19]=[CH:20][C:15]=4[N:14]=[C:13]3[C:25]3[CH:30]=[CH:29][C:28]([C:31]4[CH:36]=[CH:35][C:34]([F:37])=[CH:33][CH:32]=4)=[CH:27][CH:26]=3)[CH2:7]2)=[O:5])[CH2:3][CH2:2]1.[Li+].[OH-]. (9) Given the product [C:1]([CH2:3][CH:4]1[CH2:9][CH2:8][N:7]([C:10]2[CH:15]=[CH:14][C:13]([N:16]3[CH2:20][C@H:19]([CH2:21][NH:22][CH:23]=[O:24])[O:18][C:17]3=[O:25])=[CH:12][CH:11]=2)[CH2:6][CH2:5]1)#[N:2], predict the reactants needed to synthesize it. The reactants are: [C:1]([CH:3]=[C:4]1[CH2:9][CH2:8][N:7]([C:10]2[CH:15]=[CH:14][C:13]([N:16]3[CH2:20][C@H:19]([CH2:21][NH:22][CH:23]=[O:24])[O:18][C:17]3=[O:25])=[CH:12][CH:11]=2)[CH2:6][CH2:5]1)#[N:2].